From a dataset of Forward reaction prediction with 1.9M reactions from USPTO patents (1976-2016). Predict the product of the given reaction. (1) Given the reactants [NH2:1][C:2]1[CH:3]=[CH:4][C:5]([O:24][CH2:25][CH2:26][CH3:27])=[C:6]([C:8]2[NH:13][C:12](=[O:14])[C:11]3=[C:15]([CH3:23])[N:16]=[C:17]([CH:18]4[CH2:22][CH2:21][CH2:20][CH2:19]4)[N:10]3[N:9]=2)[CH:7]=1.[F:28][C:29]1[CH:34]=[CH:33][C:32]([S:35]([N:38]=[C:39]=[O:40])(=[O:37])=[O:36])=[CH:31][CH:30]=1, predict the reaction product. The product is: [CH:18]1([C:17]2[N:10]3[C:11]([C:12](=[O:14])[NH:13][C:8]([C:6]4[CH:7]=[C:2]([NH:1][C:39]([NH:38][S:35]([C:32]5[CH:33]=[CH:34][C:29]([F:28])=[CH:30][CH:31]=5)(=[O:36])=[O:37])=[O:40])[CH:3]=[CH:4][C:5]=4[O:24][CH2:25][CH2:26][CH3:27])=[N:9]3)=[C:15]([CH3:23])[N:16]=2)[CH2:22][CH2:21][CH2:20][CH2:19]1. (2) Given the reactants CC1(C)[O:7][CH2:6][C:5]([NH:39]C(=O)OC(C)(C)C)([CH2:8][N:9]2[C:17]3[C:12](=[C:13]([C:18]4[N:22]=[C:21]([C:23]5[CH:28]=[CH:27][C:26]([C:29]6[CH:34]=[CH:33][CH:32]=[CH:31][C:30]=6[C:35]([F:38])([F:37])[F:36])=[CH:25][CH:24]=5)[O:20][N:19]=4)[CH:14]=[CH:15][CH:16]=3)[CH2:11][CH2:10]2)[CH2:4][O:3]1.CC1(C)OCC(NC(=O)OC(C)(C)C)(CNC2C=CC(CCCCCCCC)=CC=2)CO1, predict the reaction product. The product is: [NH2:39][C:5]([CH2:8][N:9]1[C:17]2[C:12](=[C:13]([C:18]3[N:22]=[C:21]([C:23]4[CH:28]=[CH:27][C:26]([C:29]5[CH:34]=[CH:33][CH:32]=[CH:31][C:30]=5[C:35]([F:38])([F:37])[F:36])=[CH:25][CH:24]=4)[O:20][N:19]=3)[CH:14]=[CH:15][CH:16]=2)[CH2:11][CH2:10]1)([CH2:4][OH:3])[CH2:6][OH:7]. (3) Given the reactants [CH:1](=O)[C:2]1[CH:7]=[CH:6][CH:5]=[CH:4][CH:3]=1.[CH2:9]([O:11][C:12]1[N:17]=[CH:16][C:15]([NH2:18])=[CH:14][C:13]=1[O:19][CH3:20])[CH3:10], predict the reaction product. The product is: [CH:1](=[N:18][C:15]1[CH:16]=[N:17][C:12]([O:11][CH2:9][CH3:10])=[C:13]([O:19][CH3:20])[CH:14]=1)[C:2]1[CH:7]=[CH:6][CH:5]=[CH:4][CH:3]=1.